From a dataset of Full USPTO retrosynthesis dataset with 1.9M reactions from patents (1976-2016). Predict the reactants needed to synthesize the given product. (1) Given the product [ClH:33].[N:22]12[CH2:23][CH2:24][CH:25]([CH2:26][CH2:27]1)[C@@H:20]([NH:19][C:17]([C:14]1[O:15][C:16]3[C:8]([C:4]4[CH:5]=[CH:6][CH:7]=[C:2]([NH:1][C:28](=[O:32])[CH:29]([CH3:31])[CH3:30])[CH:3]=4)=[CH:9][CH:10]=[CH:11][C:12]=3[CH:13]=1)=[O:18])[CH2:21]2, predict the reactants needed to synthesize it. The reactants are: [NH2:1][C:2]1[CH:3]=[C:4]([C:8]2[C:16]3[O:15][C:14]([C:17]([NH:19][C@@H:20]4[CH:25]5[CH2:26][CH2:27][N:22]([CH2:23][CH2:24]5)[CH2:21]4)=[O:18])=[CH:13][C:12]=3[CH:11]=[CH:10][CH:9]=2)[CH:5]=[CH:6][CH:7]=1.[C:28]([Cl:33])(=[O:32])[CH:29]([CH3:31])[CH3:30]. (2) Given the product [ClH:1].[ClH:1].[F:2][C:3]1[C:4]([O:9][CH:10]2[CH2:15][CH2:14][NH:13][CH2:12][CH2:11]2)=[N:5][CH:6]=[CH:7][CH:8]=1, predict the reactants needed to synthesize it. The reactants are: [ClH:1].[F:2][C:3]1[C:4]([O:9][CH:10]2[CH2:15][CH2:14][N:13](C(OC(C)(C)C)=O)[CH2:12][CH2:11]2)=[N:5][CH:6]=[CH:7][CH:8]=1. (3) Given the product [Cl:1][C:2]1[CH:30]=[CH:29][C:5]([CH2:6][NH:7][C:8]([C:10]2[C:19](=[O:20])[C:18]3[C:13]4=[C:14]([CH:41]=[C:40]([C@H:39]([OH:42])[CH3:38])[N:12]4[CH:11]=2)[CH:15]=[C:16]([CH2:21][N:22]2[CH2:27][CH2:26][O:25][CH2:24][CH2:23]2)[CH:17]=3)=[O:9])=[CH:4][CH:3]=1, predict the reactants needed to synthesize it. The reactants are: [Cl:1][C:2]1[CH:30]=[CH:29][C:5]([CH2:6][NH:7][C:8]([C:10]2[CH:11]=[N:12][C:13]3[C:18]([C:19]=2[OH:20])=[CH:17][C:16]([CH2:21][N:22]2[CH2:27][CH2:26][O:25][CH2:24][CH2:23]2)=[CH:15][C:14]=3I)=[O:9])=[CH:4][CH:3]=1.CCN(CC)CC.[CH3:38][C@@H:39]([OH:42])[C:40]#[CH:41]. (4) Given the product [C:16]([C:13]1[CH:14]=[CH:15][C:10]([NH:9][CH2:8][CH2:7][N:4]2[CH2:3][CH2:2][O:1][CH2:6][CH2:5]2)=[N:11][CH:12]=1)#[CH:17], predict the reactants needed to synthesize it. The reactants are: [O:1]1[CH2:6][CH2:5][N:4]([CH2:7][CH2:8][NH:9][C:10]2[CH:15]=[CH:14][C:13]([C:16]#[C:17][Si](C)(C)C)=[CH:12][N:11]=2)[CH2:3][CH2:2]1.C(=O)([O-])[O-].[K+].[K+]. (5) Given the product [C:1]([C:3]1[CH:4]=[C:5]([CH:43]=[C:44]([CH3:46])[CH:45]=1)[C:6]([C:8]1[N:13]([CH2:14][C:15]2[CH:16]=[C:17]([NH:22][C:23](=[O:28])[C:24]([F:27])([F:26])[F:25])[CH:18]=[C:19]([F:21])[CH:20]=2)[C:12](=[O:38])[NH:11][C:10](=[O:39])[C:9]=1[CH:40]([CH3:41])[CH3:42])=[O:7])#[N:2], predict the reactants needed to synthesize it. The reactants are: [C:1]([C:3]1[CH:4]=[C:5]([CH:43]=[C:44]([CH3:46])[CH:45]=1)[C:6]([C:8]1[N:13]([CH2:14][C:15]2[CH:16]=[C:17]([N:22](CC3C=CC(OC)=CC=3)[C:23](=[O:28])[C:24]([F:27])([F:26])[F:25])[CH:18]=[C:19]([F:21])[CH:20]=2)[C:12](=[O:38])[NH:11][C:10](=[O:39])[C:9]=1[CH:40]([CH3:42])[CH3:41])=[O:7])#[N:2].O. (6) Given the product [OH:11][C:10]1[CH:9]=[CH:8][C:5]([CH:6]=[O:7])=[CH:4][C:3]=1[O:2][CH2:1][O:19][CH2:18][CH2:17][Si:14]([CH3:16])([CH3:15])[CH3:13], predict the reactants needed to synthesize it. The reactants are: [CH3:1][O:2][C:3]1[CH:4]=[C:5]([CH:8]=[CH:9][C:10]=1[O:11]C)[CH:6]=[O:7].[CH3:13][Si:14]([CH2:17][CH2:18][O:19]CCl)([CH3:16])[CH3:15].C(N(C(C)C)CC)(C)C. (7) The reactants are: [N:1]12[CH2:8][CH2:7][CH:4]([CH2:5][CH2:6]1)[CH2:3][C:2]2=O.[OH-:10].[Na+].[N:12]1[CH:17]=[CH:16][CH:15]=[C:14]([CH:18]=O)[CH:13]=1.O. Given the product [N:12]1[CH:17]=[CH:16][CH:15]=[C:14]([CH:18]=[C:2]2[C:3](=[O:10])[CH:4]3[CH2:7][CH2:8][N:1]2[CH2:6][CH2:5]3)[CH:13]=1, predict the reactants needed to synthesize it.